This data is from Forward reaction prediction with 1.9M reactions from USPTO patents (1976-2016). The task is: Predict the product of the given reaction. (1) Given the reactants [CH2:1]([O:8][CH2:9][CH2:10][CH2:11][CH2:12][C:13]([OH:15])=O)[C:2]1[CH:7]=[CH:6][CH:5]=[CH:4][CH:3]=1.C(Cl)(=O)C([Cl:19])=O, predict the reaction product. The product is: [CH2:1]([O:8][CH2:9][CH2:10][CH2:11][CH2:12][C:13]([Cl:19])=[O:15])[C:2]1[CH:7]=[CH:6][CH:5]=[CH:4][CH:3]=1. (2) Given the reactants [F:1][C@H:2]1[C@@H:7]([NH:8]C(=O)OCC2C=CC=CC=2)[CH2:6][CH2:5][N:4]([CH2:19][CH:20]2[C:24]3=[C:25]([F:33])[CH:26]=[N:27][C:28]4[CH:29]=[CH:30][C:31](=[O:32])[N:22]([C:23]=43)[CH2:21]2)[CH2:3]1.O1CCOCC1, predict the reaction product. The product is: [NH2:8][C@H:7]1[CH2:6][CH2:5][N:4]([CH2:19][CH:20]2[C:24]3=[C:25]([F:33])[CH:26]=[N:27][C:28]4[CH:29]=[CH:30][C:31](=[O:32])[N:22]([C:23]=43)[CH2:21]2)[CH2:3][C@H:2]1[F:1]. (3) Given the reactants [F:1][C:2]1[CH:3]=[C:4]([C@@:8]23[C:17](=O)/[C:16](=[CH:19]\O)/[CH2:15][CH2:14][C@H:13]2[C@H:12]([CH3:21])[C:11]2([O:25][CH2:24][CH2:23][O:22]2)[CH2:10][CH2:9]3)[CH:5]=[CH:6][CH:7]=1.C(O)(=O)C.[CH:30]([NH2:32])=[NH:31].N1CCCCC1, predict the reaction product. The product is: [F:1][C:2]1[CH:3]=[C:4]([C@:8]23[CH2:9][CH2:10][C:11]4([O:25][CH2:24][CH2:23][O:22]4)[C@@H:12]([CH3:21])[C@@H:13]2[CH2:14][CH2:15][C:16]2[CH:19]=[N:31][CH:30]=[N:32][C:17]=23)[CH:5]=[CH:6][CH:7]=1. (4) The product is: [Cl:1][C:2]1[CH:7]=[C:6]([N:8]2[C:13](=[O:14])[NH:12][C:11](=[O:15])[CH:10]=[N:9]2)[CH:5]=[CH:4][C:3]=1[C:16]([C:21]1[CH:26]=[CH:25][C:24]([Cl:27])=[CH:23][CH:22]=1)([CH3:20])[C:17]([NH:29][CH3:28])=[O:18]. Given the reactants [Cl:1][C:2]1[CH:7]=[C:6]([N:8]2[C:13](=[O:14])[NH:12][C:11](=[O:15])[CH:10]=[N:9]2)[CH:5]=[CH:4][C:3]=1[C:16]([C:21]1[CH:26]=[CH:25][C:24]([Cl:27])=[CH:23][CH:22]=1)([CH3:20])[C:17](Cl)=[O:18].[CH3:28][NH2:29].O.Cl, predict the reaction product. (5) Given the reactants Cl[CH2:2][C:3]([N:5]1[C:13]2[C:8](=[CH:9][CH:10]=[CH:11][CH:12]=2)[CH2:7][CH2:6]1)=[O:4].[NH:14]1[CH2:19][CH2:18][O:17][CH:16]([CH2:20][OH:21])[CH2:15]1.C(N(CC)CC)C, predict the reaction product. The product is: [OH:21][CH2:20][C@@H:16]1[CH2:15][N:14]([CH2:2][C:3]([N:5]2[C:13]3[C:8](=[CH:9][CH:10]=[CH:11][CH:12]=3)[CH2:7][CH2:6]2)=[O:4])[CH2:19][CH2:18][O:17]1. (6) The product is: [OH:13][CH2:12][CH2:11][S:10][C:2]1[CH:9]=[CH:8][C:5]([C:6]#[N:7])=[CH:4][CH:3]=1. Given the reactants F[C:2]1[CH:9]=[CH:8][C:5]([C:6]#[N:7])=[CH:4][CH:3]=1.[SH:10][CH2:11][CH2:12][OH:13], predict the reaction product. (7) Given the reactants [NH2:1][C:2]1[CH:7]=[CH:6][C:5]([C:8]2[S:9][C:10]3[CH:16]=[C:15]([O:17]C)[CH:14]=[CH:13][C:11]=3[N:12]=2)=[CH:4][C:3]=1[I:19].B(Br)(Br)Br, predict the reaction product. The product is: [I:19][C:3]1[CH:4]=[C:5]([C:8]2[S:9][C:10]3[CH:16]=[C:15]([OH:17])[CH:14]=[CH:13][C:11]=3[N:12]=2)[CH:6]=[CH:7][C:2]=1[NH2:1]. (8) Given the reactants [C:1]([CH:3]=[C:4]([NH:13][C:14](=O)[O:15]CC)[C:5]1[CH:10]=[CH:9][C:8]([Cl:11])=[CH:7][C:6]=1[Cl:12])#[N:2].[NH:19]([C:21](=O)[C:22]([O:24][CH2:25][CH3:26])=[O:23])[NH2:20].C(OCC)(=O)C.O, predict the reaction product. The product is: [Cl:12][C:6]1[CH:7]=[C:8]([Cl:11])[CH:9]=[CH:10][C:5]=1[C:4]1[N:13]=[C:14]([OH:15])[N:20]2[N:19]=[C:21]([C:22]([O:24][CH2:25][CH3:26])=[O:23])[N:2]=[C:1]2[CH:3]=1. (9) Given the reactants [CH2:1]=[CH:2][C:3]1[CH:8]=[CH:7][CH:6]=[CH:5][CH:4]=1.[OH:9][CH:10]=[CH:11][C:12]1[CH:17]=[CH:16][CH:15]=[CH:14][CH:13]=1.C([O:22][C:23](=[O:26])[CH:24]=[CH2:25])(C)(C)C, predict the reaction product. The product is: [OH:9][C:6]1[CH:7]=[CH:8][C:3]([CH:2]=[CH2:1])=[CH:4][CH:5]=1.[CH:10]([CH:25]=[CH:24][C:23]([OH:26])=[O:22])=[CH:11][C:12]1[CH:17]=[CH:16][CH:15]=[CH:14][CH:13]=1.